The task is: Predict the product of the given reaction.. This data is from Forward reaction prediction with 1.9M reactions from USPTO patents (1976-2016). (1) Given the reactants [C:1]([O:5][C:6](=[O:30])[CH2:7]O[C@H]1CC[C@H](N(C)S(C2C=CC(C(F)(F)F)=CC=2)(=O)=O)CC1)([CH3:4])([CH3:3])[CH3:2].[CH3:31][Si]([N-][Si](C)(C)C)(C)C.[Li+].IC, predict the reaction product. The product is: [C:1]([O:5][C:6](=[O:30])[CH2:7][CH3:31])([CH3:4])([CH3:3])[CH3:2]. (2) Given the reactants [CH2:1]([O:4][C:5]1([CH3:45])[CH2:10][CH2:9][N:8]([C:11]2[N:16]3[N:17]=[C:18]([CH2:20][N:21]4[CH:25]=[C:24]([C:26]5[CH:31]=[CH:30][CH:29]=[C:28]([OH:32])[CH:27]=5)[N:23]=[N:22]4)[CH:19]=[C:15]3[N:14]=[C:13]([CH3:33])[C:12]=2[C@H:34]([O:40][C:41]([CH3:44])([CH3:43])[CH3:42])[C:35]([O:37][CH2:38][CH3:39])=[O:36])[CH2:7][CH2:6]1)[CH:2]=[CH2:3].C([O-])([O-])=O.[K+].[K+].[CH2:52](Br)[CH:53]=[CH2:54], predict the reaction product. The product is: [CH2:1]([O:4][C:5]1([CH3:45])[CH2:6][CH2:7][N:8]([C:11]2[N:16]3[N:17]=[C:18]([CH2:20][N:21]4[CH:25]=[C:24]([C:26]5[CH:31]=[CH:30][CH:29]=[C:28]([O:32][CH2:54][CH:53]=[CH2:52])[CH:27]=5)[N:23]=[N:22]4)[CH:19]=[C:15]3[N:14]=[C:13]([CH3:33])[C:12]=2[C@H:34]([O:40][C:41]([CH3:44])([CH3:43])[CH3:42])[C:35]([O:37][CH2:38][CH3:39])=[O:36])[CH2:9][CH2:10]1)[CH:2]=[CH2:3]. (3) Given the reactants [N+:1]([C:4]1[CH:59]=[CH:58][C:7]([CH2:8][N:9]2[CH2:24][CH2:23][CH2:22][N:21]([CH2:25][C:26]([O:28]CC3C=CC=CC=3)=[O:27])[CH2:20][CH2:19][CH2:18][N:17]([CH2:36][C:37]([O:39]CC3C=CC=CC=3)=[O:38])[CH2:16][CH2:15][CH2:14][N:13]([CH2:47][C:48]([O:50]CC3C=CC=CC=3)=[O:49])[CH2:12][CH2:11][CH2:10]2)=[CH:6][CH:5]=1)([O-])=O.[OH-].[Na+].CO, predict the reaction product. The product is: [NH2:1][C:4]1[CH:5]=[CH:6][C:7]([CH2:8][N:9]2[CH2:10][CH2:11][CH2:12][N:13]([CH2:47][C:48]([OH:50])=[O:49])[CH2:14][CH2:15][CH2:16][N:17]([CH2:36][C:37]([OH:39])=[O:38])[CH2:18][CH2:19][CH2:20][N:21]([CH2:25][C:26]([OH:28])=[O:27])[CH2:22][CH2:23][CH2:24]2)=[CH:58][CH:59]=1.